Dataset: Forward reaction prediction with 1.9M reactions from USPTO patents (1976-2016). Task: Predict the product of the given reaction. (1) Given the reactants [CH:1]1([C:7]2[C:8]3[S:14][C:13]([C:15]([OH:17])=[O:16])=[CH:12][C:9]=3[NH:10][CH:11]=2)[CH2:6][CH2:5][CH2:4][CH2:3][CH2:2]1.C(NC(=NC(C)C)O[C:24]([CH3:27])([CH3:26])[CH3:25])(C)C.C1C(=O)N([Br:39])C(=O)C1, predict the reaction product. The product is: [Br:39][C:11]1[NH:10][C:9]2[CH:12]=[C:13]([C:15]([O:17][C:24]([CH3:27])([CH3:26])[CH3:25])=[O:16])[S:14][C:8]=2[C:7]=1[CH:1]1[CH2:2][CH2:3][CH2:4][CH2:5][CH2:6]1. (2) Given the reactants [O:1]1[CH2:6][CH2:5][CH:4]([C:7](Cl)=[O:8])[CH2:3][CH2:2]1.[Br:10][C:11]1[CH:19]=[C:18]([C:20]([F:23])([F:22])[F:21])[CH:17]=[C:16]2[C:12]=1[CH2:13][CH2:14][NH:15]2.N1C=CC=CC=1.Cl, predict the reaction product. The product is: [Br:10][C:11]1[CH:19]=[C:18]([C:20]([F:21])([F:22])[F:23])[CH:17]=[C:16]2[C:12]=1[CH2:13][CH2:14][N:15]2[C:7]([CH:4]1[CH2:5][CH2:6][O:1][CH2:2][CH2:3]1)=[O:8]. (3) The product is: [CH3:28][C:24]1[N:23]=[C:22](/[C:20](=[N:19]/[O:18][CH2:15][C:16]#[C:17][C:2]2[CH:7]=[CH:6][N:5]=[C:4]([C:8]3[CH:13]=[CH:12][CH:11]=[C:10]([CH3:14])[N:9]=3)[N:3]=2)/[CH3:21])[CH:27]=[CH:26][CH:25]=1. Given the reactants Cl[C:2]1[CH:7]=[CH:6][N:5]=[C:4]([C:8]2[CH:13]=[CH:12][CH:11]=[C:10]([CH3:14])[N:9]=2)[N:3]=1.[CH2:15]([O:18][N:19]=[C:20]([C:22]1[CH:27]=[CH:26][CH:25]=[C:24]([CH3:28])[N:23]=1)[CH3:21])[C:16]#[CH:17].C(NC(C)C)(C)C, predict the reaction product. (4) Given the reactants [NH:1]1[CH:5]=[CH:4][CH:3]=[N:2]1.C(=O)([O-])[O-].[Cs+].[Cs+].CNC1CCCCC1NC.[Br:22][C:23]1[CH:24]=[C:25]([C@@H:29]([C:44]2([OH:49])[CH2:48][CH2:47][CH2:46][CH2:45]2)[NH:30][C:31]([C:33]2[C:38](Cl)=[C:37]([C:40]([F:43])([F:42])[F:41])[CH:36]=[CH:35][N:34]=2)=[O:32])[CH:26]=[CH:27][CH:28]=1, predict the reaction product. The product is: [Br:22][C:23]1[CH:24]=[C:25]([C@@H:29]([C:44]2([OH:49])[CH2:48][CH2:47][CH2:46][CH2:45]2)[NH:30][C:31]([C:33]2[C:38]([N:1]3[CH:5]=[CH:4][CH:3]=[N:2]3)=[C:37]([C:40]([F:41])([F:42])[F:43])[CH:36]=[CH:35][N:34]=2)=[O:32])[CH:26]=[CH:27][CH:28]=1. (5) The product is: [CH:1]1([CH2:7][N:8]2[C:12]3[CH:13]=[C:14]([F:18])[C:15]([F:17])=[CH:16][C:11]=3[N:10]=[C:9]2[C:19]2[CH:24]=[CH:23][CH:22]=[CH:21][C:20]=2[O:25][CH2:27][C:28]2[CH:35]=[CH:34][C:31]([C:32]#[N:33])=[CH:30][C:29]=2[F:36])[CH2:2][CH2:3][CH2:4][CH2:5][CH2:6]1. Given the reactants [CH:1]1([CH2:7][N:8]2[C:12]3[CH:13]=[C:14]([F:18])[C:15]([F:17])=[CH:16][C:11]=3[N:10]=[C:9]2[C:19]2[CH:24]=[CH:23][CH:22]=[CH:21][C:20]=2[OH:25])[CH2:6][CH2:5][CH2:4][CH2:3][CH2:2]1.Br[CH2:27][C:28]1[CH:35]=[CH:34][C:31]([C:32]#[N:33])=[CH:30][C:29]=1[F:36], predict the reaction product. (6) Given the reactants [Cl:1][S:2]([N:5]=[C:6]=[O:7])(=[O:4])=[O:3].[C:8]([OH:12])([CH3:11])([CH3:10])[CH3:9], predict the reaction product. The product is: [C:8]([O:12][C:6](=[O:7])[NH:5][S:2]([Cl:1])(=[O:4])=[O:3])([CH3:11])([CH3:10])[CH3:9]. (7) Given the reactants Br[C:2]1[N:6]([CH3:7])[C:5]([C:8]2[O:12][N:11]=[C:10]([CH3:13])[N:9]=2)=[C:4]([CH3:14])[N:3]=1.[C:15]1([C:21]#[CH:22])[CH:20]=[CH:19][CH:18]=[CH:17][CH:16]=1.C(N(CC)CC)C, predict the reaction product. The product is: [CH3:7][N:6]1[C:5]([C:8]2[O:12][N:11]=[C:10]([CH3:13])[N:9]=2)=[C:4]([CH3:14])[N:3]=[C:2]1[C:22]#[C:21][C:15]1[CH:20]=[CH:19][CH:18]=[CH:17][CH:16]=1. (8) Given the reactants [CH3:1][S:2]([C:5]1[CH:10]=[C:9]([N+:11]([O-:13])=[O:12])[CH:8]=[CH:7][C:6]=1[OH:14])(=[O:4])=[O:3].[C:15](=O)([O-])[O-].[K+].[K+].IC, predict the reaction product. The product is: [CH3:15][O:14][C:6]1[CH:7]=[CH:8][C:9]([N+:11]([O-:13])=[O:12])=[CH:10][C:5]=1[S:2]([CH3:1])(=[O:4])=[O:3]. (9) Given the reactants [Cl:1]N1C(=O)CCC1=O.[C:9]([C:11]1[CH:31]=[CH:30][C:14]([O:15][CH:16]2[CH2:21][CH2:20][CH:19]([NH:22]C(=O)OC(C)(C)C)[CH2:18][CH2:17]2)=[CH:13][C:12]=1[O:32][CH3:33])#[N:10], predict the reaction product. The product is: [NH2:22][C@H:19]1[CH2:20][CH2:21][C@H:16]([O:15][C:14]2[C:30]([Cl:1])=[CH:31][C:11]([C:9]#[N:10])=[C:12]([O:32][CH3:33])[CH:13]=2)[CH2:17][CH2:18]1.